From a dataset of Reaction yield outcomes from USPTO patents with 853,638 reactions. Predict the reaction yield, written as a fraction of the theoretical maximum amount of product (1.0 means a 100% yield; for example, 0.34 means a 34% yield). The reactants are CN([CH2:4][CH:5]1[C:10](=[O:11])[CH2:9][C@H:8]([C:12]2[CH:17]=[CH:16][N:15]=[CH:14][C:13]=2[N+:18]([O-:20])=[O:19])[O:7][C@@H:6]1[CH3:21])C.CI.C([O-])(O)=O.[Na+]. The catalyst is C1COCC1. The product is [CH3:21][C@@H:6]1[C:5](=[CH2:4])[C:10](=[O:11])[CH2:9][C@H:8]([C:12]2[CH:17]=[CH:16][N:15]=[CH:14][C:13]=2[N+:18]([O-:20])=[O:19])[O:7]1. The yield is 0.100.